The task is: Predict the product of the given reaction.. This data is from Forward reaction prediction with 1.9M reactions from USPTO patents (1976-2016). (1) Given the reactants C([O-])([O-])=O.[K+].[K+].[CH3:7][O:8][C:9](=[O:26])[C:10]1[CH:15]=[CH:14][C:13]([NH2:16])=[C:12](B2OC(C)(C)C(C)(C)O2)[CH:11]=1.[CH2:27](Br)[C:28]1[CH:33]=[CH:32][CH:31]=[CH:30][CH:29]=1, predict the reaction product. The product is: [NH2:16][C:13]1[CH:14]=[CH:15][C:10]([C:9]([O:8][CH3:7])=[O:26])=[CH:11][C:12]=1[CH2:27][C:28]1[CH:33]=[CH:32][CH:31]=[CH:30][CH:29]=1. (2) Given the reactants Br[C:2]1[CH:17]=[CH:16][C:15]([NH:18][C:19]([O:21][C:22]([CH3:25])([CH3:24])[CH3:23])=[O:20])=[CH:14][C:3]=1[CH2:4][N:5]([CH3:13])[C:6](=[O:12])[O:7][C:8]([CH3:11])([CH3:10])[CH3:9].CCN(CC)CC.[P:33]([O-:40])([O:37][CH2:38][CH3:39])[O:34][CH2:35][CH3:36], predict the reaction product. The product is: [C:22]([O:21][C:19]([NH:18][C:15]1[CH:16]=[CH:17][C:2]([P:33]([O:37][CH2:38][CH3:39])([O:34][CH2:35][CH3:36])=[O:40])=[C:3]([CH:14]=1)[CH2:4][N:5]([CH3:13])[C:6](=[O:12])[O:7][C:8]([CH3:11])([CH3:10])[CH3:9])=[O:20])([CH3:25])([CH3:24])[CH3:23]. (3) Given the reactants [Si:1]([O:8][CH2:9][CH:10]1[CH:14]([OH:15])[CH2:13][C@@H:12]([CH:16]2[CH2:18][CH2:17]2)[N:11]1[C:19]([O:21][C:22]([CH3:25])([CH3:24])[CH3:23])=[O:20])([C:4]([CH3:7])([CH3:6])[CH3:5])([CH3:3])[CH3:2].C([O-])(O)=O.[Na+].CC(OI1(OC(C)=O)(OC(C)=O)OC(=O)C2C=CC=CC1=2)=O.S([O-])([O-])=O.[Na+].[Na+], predict the reaction product. The product is: [Si:1]([O:8][CH2:9][CH:10]1[C:14](=[O:15])[CH2:13][C@@H:12]([CH:16]2[CH2:17][CH2:18]2)[N:11]1[C:19]([O:21][C:22]([CH3:25])([CH3:24])[CH3:23])=[O:20])([C:4]([CH3:7])([CH3:6])[CH3:5])([CH3:3])[CH3:2]. (4) Given the reactants [C:1]([O:5][C:6](=[O:29])[NH:7][C@H:8]([C:10]1[N:19]([C:20]2[CH:25]=[CH:24][CH:23]=[C:22]([NH2:26])[CH:21]=2)[C:18](=[O:27])[C:17]2[C:12](=[CH:13][CH:14]=[CH:15][C:16]=2[Cl:28])[N:11]=1)[CH3:9])([CH3:4])([CH3:3])[CH3:2].C1N=C[N:32]([C:35](N2C=NC=C2)=[O:36])C=1.Cl.[O:43](N)[CH3:44], predict the reaction product. The product is: [C:1]([O:5][C:6](=[O:29])[NH:7][C@H:8]([C:10]1[N:19]([C:20]2[CH:25]=[CH:24][CH:23]=[C:22]([NH:26][C:35]([NH:32][O:43][CH3:44])=[O:36])[CH:21]=2)[C:18](=[O:27])[C:17]2[C:12](=[CH:13][CH:14]=[CH:15][C:16]=2[Cl:28])[N:11]=1)[CH3:9])([CH3:2])([CH3:3])[CH3:4]. (5) Given the reactants [CH:1](NC(C)C)(C)C.C([Li])CCC.[CH3:13][O:14][C:15](=[O:40])[C:16]1[CH:21]=[CH:20][C:19]([C:22]2[CH2:26][C:25]([C:31]3[CH:36]=[C:35]([Cl:37])[CH:34]=[C:33]([Cl:38])[CH:32]=3)([C:27]([F:30])([F:29])[F:28])[O:24][N:23]=2)=[CH:18][C:17]=1[CH3:39].CI, predict the reaction product. The product is: [CH3:13][O:14][C:15](=[O:40])[C:16]1[CH:21]=[CH:20][C:19]([C:22]2[CH:26]([CH3:1])[C:25]([C:31]3[CH:32]=[C:33]([Cl:38])[CH:34]=[C:35]([Cl:37])[CH:36]=3)([C:27]([F:30])([F:28])[F:29])[O:24][N:23]=2)=[CH:18][C:17]=1[CH3:39]. (6) Given the reactants C[O:2][C:3]1[CH:4]=[N:5][CH:6]=[C:7]([O:11][CH2:12]OC)[C:8]=1[CH:9]=[O:10].Cl, predict the reaction product. The product is: [OH:2][C:3]1[CH:4]=[N:5][CH:6]=[C:7]([O:11][CH3:12])[C:8]=1[CH:9]=[O:10].